Task: Predict the reaction yield, written as a fraction of the theoretical maximum amount of product (1.0 means a 100% yield; for example, 0.34 means a 34% yield).. Dataset: Reaction yield outcomes from USPTO patents with 853,638 reactions The reactants are [C:1]1([C:7]2([NH2:13])[CH2:12][CH2:11][CH2:10][CH2:9][CH2:8]2)[CH:6]=[CH:5][CH:4]=[CH:3][CH:2]=1.N1C=CC=CC=1.[Cl:20][CH2:21][CH2:22][CH2:23][C:24](Cl)=[O:25]. The catalyst is ClCCl. The product is [Cl:20][CH2:21][CH2:22][CH2:23][C:24]([NH:13][C:7]1([C:1]2[CH:6]=[CH:5][CH:4]=[CH:3][CH:2]=2)[CH2:12][CH2:11][CH2:10][CH2:9][CH2:8]1)=[O:25]. The yield is 0.890.